From a dataset of Forward reaction prediction with 1.9M reactions from USPTO patents (1976-2016). Predict the product of the given reaction. (1) Given the reactants [C-:1]#[N:2].C([Al+]CC)C.C(O)(C)C.[Cl:12][C:13]1[CH:18]=[CH:17][C:16]([C:19]([CH3:32])([CH3:31])[CH:20]=[N:21][S@@:22]([C:24]2[CH:29]=[CH:28][C:27]([CH3:30])=[CH:26][CH:25]=2)=[O:23])=[CH:15][CH:14]=1, predict the reaction product. The product is: [Cl:12][C:13]1[CH:18]=[CH:17][C:16]([C:19]([CH3:32])([CH3:31])[CH:20]([NH:21][S:22]([C:24]2[CH:25]=[CH:26][C:27]([CH3:30])=[CH:28][CH:29]=2)=[O:23])[C:1]#[N:2])=[CH:15][CH:14]=1. (2) Given the reactants [C:1]([NH:4][NH:5][C:6]([CH:8]1[CH2:13][CH2:12][N:11]([C:14]([O:16][C:17]([CH3:20])([CH3:19])[CH3:18])=[O:15])[CH:10]([CH3:21])[CH2:9]1)=[O:7])(=O)[CH3:2].CCN(C(C)C)C(C)C.C1(P(C2C=CC=CC=2)C2C=CC=CC=2)C=CC=CC=1.ClC(Cl)(Cl)C(Cl)(Cl)Cl, predict the reaction product. The product is: [CH3:21][CH:10]1[CH2:9][CH:8]([C:6]2[O:7][C:1]([CH3:2])=[N:4][N:5]=2)[CH2:13][CH2:12][N:11]1[C:14]([O:16][C:17]([CH3:20])([CH3:19])[CH3:18])=[O:15]. (3) Given the reactants [NH2:1][CH2:2][CH2:3][C:4]1[CH:9]=[CH:8][C:7]([NH:10]/[C:11](=[C:18]2\[C:19](=[O:30])[NH:20][C:21]3[C:26]\2=[CH:25][C:24]([N+:27]([O-:29])=[O:28])=[CH:23][CH:22]=3)/[C:12]2[CH:17]=[CH:16][CH:15]=[CH:14][CH:13]=2)=[CH:6][CH:5]=1.[C:31](OC(=O)C)(=[O:33])[CH3:32], predict the reaction product. The product is: [C:31]([NH:1][CH2:2][CH2:3][C:4]1[CH:5]=[CH:6][C:7]([NH:10]/[C:11](=[C:18]2\[C:19](=[O:30])[NH:20][C:21]3[C:26]\2=[CH:25][C:24]([N+:27]([O-:29])=[O:28])=[CH:23][CH:22]=3)/[C:12]2[CH:17]=[CH:16][CH:15]=[CH:14][CH:13]=2)=[CH:8][CH:9]=1)(=[O:33])[CH3:32]. (4) Given the reactants Cl.N1[CH2:7][CH2:6][O:5][CH2:4][CH2:3]1.[OH2:8].[C:9](O)(=O)[CH:10]=O.[OH2:14], predict the reaction product. The product is: [CH2:9]([C:7]1[CH:6]([OH:8])[O:5][C:4](=[O:14])[CH:3]=1)[CH3:10]. (5) Given the reactants [CH2:1]([O:3][C:4]([C:6]1[NH:7][C:8]([I:12])=[N:9][C:10]=1[CH3:11])=[O:5])[CH3:2].Br[CH2:14][C:15]1[CH:19]=[C:18]([C:20]2[S:21][C:22]([Cl:25])=[CH:23][CH:24]=2)[O:17][N:16]=1.O, predict the reaction product. The product is: [CH2:1]([O:3][C:4]([C:6]1[N:7]([CH2:14][C:15]2[CH:19]=[C:18]([C:20]3[S:21][C:22]([Cl:25])=[CH:23][CH:24]=3)[O:17][N:16]=2)[C:8]([I:12])=[N:9][C:10]=1[CH3:11])=[O:5])[CH3:2].